This data is from Forward reaction prediction with 1.9M reactions from USPTO patents (1976-2016). The task is: Predict the product of the given reaction. (1) Given the reactants [F:1][C:2]([F:35])([F:34])[C:3]1[CH:4]=[C:5]([C:13]2([C:16]([NH:18][C:19]3[CH:20]=[N:21][C:22](Cl)=[CH:23][C:24]=3[C:25]3[CH:30]=[CH:29][C:28]([F:31])=[CH:27][C:26]=3[CH3:32])=[O:17])[CH2:15][CH2:14]2)[CH:6]=[C:7]([C:9]([F:12])([F:11])[F:10])[CH:8]=1.[CH2:36]1[NH:41][CH2:40][CH2:39][N:38]2[C:42](=[O:45])[CH2:43][CH2:44][C@@H:37]12.[C:46](=O)([O-])[O-].[K+].[K+].[NH4+].[Cl-], predict the reaction product. The product is: [F:1][C:2]([F:35])([F:34])[C:3]1[CH:4]=[C:5]([C:13]2([C:16]([N:18]([C:19]3[CH:20]=[N:21][C:22]([N:41]4[CH2:40][CH2:39][N:38]5[C:42](=[O:45])[CH2:43][CH2:44][C@H:37]5[CH2:36]4)=[CH:23][C:24]=3[C:25]3[CH:30]=[CH:29][C:28]([F:31])=[CH:27][C:26]=3[CH3:32])[CH3:46])=[O:17])[CH2:15][CH2:14]2)[CH:6]=[C:7]([C:9]([F:12])([F:11])[F:10])[CH:8]=1. (2) Given the reactants [Cl:1][C:2]1[C:7]([OH:8])=[CH:6][CH:5]=[CH:4][N:3]=1.IC.[C:11]([O-])([O-])=O.[K+].[K+].CN(C=O)C, predict the reaction product. The product is: [Cl:1][C:2]1[C:7]([O:8][CH3:11])=[CH:6][CH:5]=[CH:4][N:3]=1. (3) Given the reactants Br[C:2]1[CH:7]=[CH:6][C:5]([NH:8][C:9]2[CH:14]=[CH:13][CH:12]=[C:11]([C:15]3[CH:20]=[CH:19][CH:18]=[CH:17][C:16]=3[CH3:21])[CH:10]=2)=[CH:4][CH:3]=1.[Li]C(C)(C)C.Br[CH2:28][CH2:29][CH2:30][CH2:31][CH:32]=[CH2:33].O, predict the reaction product. The product is: [CH2:33]([C:2]1[CH:7]=[CH:6][C:5]([NH:8][C:9]2[CH:14]=[CH:13][CH:12]=[C:11]([C:15]3[CH:20]=[CH:19][CH:18]=[CH:17][C:16]=3[CH3:21])[CH:10]=2)=[CH:4][CH:3]=1)[CH2:32][CH2:31][CH2:30][CH:29]=[CH2:28]. (4) Given the reactants [C:1]([C:3]1[CH:4]=[N:5][N:6]([CH2:8][C:9]([O:11][CH2:12][CH3:13])=[O:10])[CH:7]=1)#[N:2].C(O[CH:17](OCC)[N:18]([CH3:20])[CH3:19])C, predict the reaction product. The product is: [C:1]([C:3]1[CH:4]=[N:5][N:6]([C:8](=[CH:17][N:18]([CH3:20])[CH3:19])[C:9]([O:11][CH2:12][CH3:13])=[O:10])[CH:7]=1)#[N:2]. (5) Given the reactants CN(C(ON1N=NC2C=CC=NC1=2)=[N+](C)C)C.F[P-](F)(F)(F)(F)F.[CH:25]1([NH2:28])[CH2:27][CH2:26]1.[C:29]([O:33][C:34]([N:36]1[CH2:40][CH2:39][C@H:38]([C:41](O)=[O:42])[CH2:37]1)=[O:35])([CH3:32])([CH3:31])[CH3:30].CCN(C(C)C)C(C)C, predict the reaction product. The product is: [CH:25]1([NH:28][C:41]([C@H:38]2[CH2:39][CH2:40][N:36]([C:34]([O:33][C:29]([CH3:32])([CH3:31])[CH3:30])=[O:35])[CH2:37]2)=[O:42])[CH2:27][CH2:26]1. (6) Given the reactants [CH2:1]([O:3][C:4]1[N:12]=[CH:11][CH:10]=[CH:9][C:5]=1[C:6]([OH:8])=[O:7])[CH3:2].C(=O)([O-])[O-].[Cs+].[Cs+].[CH2:19](I)[CH3:20], predict the reaction product. The product is: [CH2:1]([O:3][C:4]1[N:12]=[CH:11][CH:10]=[CH:9][C:5]=1[C:6]([O:8][CH2:19][CH3:20])=[O:7])[CH3:2].